From a dataset of Reaction yield outcomes from USPTO patents with 853,638 reactions. Predict the reaction yield, written as a fraction of the theoretical maximum amount of product (1.0 means a 100% yield; for example, 0.34 means a 34% yield). (1) The reactants are [NH2:1][C:2]1[S:6][N:5]=[C:4]([CH3:7])[C:3]=1[C:8]#[N:9].C(O)(=O)CC.N(OS(=O)(=O)O)=O.[OH:22][CH2:23][CH2:24][N:25]([CH2:38][CH2:39][OH:40])[C:26]1[CH:27]=[C:28]([NH:32][C:33](=[O:37])[CH2:34][CH2:35][CH3:36])[CH:29]=[CH:30][CH:31]=1.S(=O)(=O)(O)[NH2:42]. The catalyst is O.C(O)(=O)C. The product is [OH:22][CH2:23][CH2:24][N:25]([CH2:38][CH2:39][OH:40])[C:26]1[CH:31]=[CH:30][C:29]([N:42]=[N:1][C:2]2[S:6][N:5]=[C:4]([CH3:7])[C:3]=2[C:8]#[N:9])=[C:28]([NH:32][C:33](=[O:37])[CH2:34][CH2:35][CH3:36])[CH:27]=1. The yield is 0.400. (2) The reactants are [Cl:1][C:2]1[C:11]([C:12]([NH:14][C:15]2[CH:16]=[CH:17][C:18]([C:21]([O:23]C)=[O:22])=[N:19][CH:20]=2)=[O:13])=[CH:10][C:9]2[C:4](=[CH:5][CH:6]=[CH:7][CH:8]=2)[N:3]=1.[Cl:25][C:26]1[CH:31]=[C:30]([F:32])[CH:29]=[CH:28][C:27]=1[OH:33].C(=O)([O-])[O-].[K+].[K+].[OH-].[Li+]. The catalyst is CO.CN1CCCC1=O. The product is [ClH:1].[Cl:25][C:26]1[CH:31]=[C:30]([F:32])[CH:29]=[CH:28][C:27]=1[O:33][C:2]1[C:11]([C:12]([NH:14][C:15]2[CH:16]=[CH:17][C:18]([C:21]([OH:23])=[O:22])=[N:19][CH:20]=2)=[O:13])=[CH:10][C:9]2[C:4](=[CH:5][CH:6]=[CH:7][CH:8]=2)[N:3]=1. The yield is 0.0600. (3) The reactants are [C:1]([NH:9][C:10]([NH:12][C:13]1([C:27]2[S:28][CH:29]=[CH:30][CH:31]=2)[CH:17]([CH2:18]O)[CH2:16][N:15]([C:20]([O:22][C:23]([CH3:26])([CH3:25])[CH3:24])=[O:21])[CH2:14]1)=[S:11])(=[O:8])[C:2]1[CH:7]=[CH:6][CH:5]=[CH:4][CH:3]=1.ClC(N(C)C)=C(C)C.C(=O)(O)[O-].[Na+]. The catalyst is ClCCl. The product is [C:1]([NH:9][C:10]1[S:11][CH2:18][C@@H:17]2[CH2:16][N:15]([C:20]([O:22][C:23]([CH3:26])([CH3:25])[CH3:24])=[O:21])[CH2:14][C@:13]2([C:27]2[S:28][CH:29]=[CH:30][CH:31]=2)[N:12]=1)(=[O:8])[C:2]1[CH:3]=[CH:4][CH:5]=[CH:6][CH:7]=1. The yield is 0.900. (4) The reactants are [Br:1][C:2]1[CH:7]=[C:6]([NH:8][CH2:9][CH:10]2[CH2:15][CH2:14][O:13][CH2:12][CH2:11]2)[C:5]([N+:16]([O-])=O)=[CH:4][N:3]=1.C(O)(=O)C.O.C(=O)(O)[O-].[Na+]. The catalyst is CCOC(C)=O.[Fe]. The product is [Br:1][C:2]1[N:3]=[CH:4][C:5]([NH2:16])=[C:6]([NH:8][CH2:9][CH:10]2[CH2:11][CH2:12][O:13][CH2:14][CH2:15]2)[CH:7]=1. The yield is 0.980. (5) The reactants are N(C(OCC)=O)=NC(OCC)=O.[Cl:13][C:14]1[CH:15]=[C:16]([CH3:35])[C:17]2[NH:18][C:19](=[O:34])[C:20]3[CH:30]=[C:29]([CH2:31][CH2:32][OH:33])[CH:28]=[N:27][C:21]=3[N:22]([CH2:25][CH3:26])[C:23]=2[N:24]=1.O[C:37]1[C:46]2[C:41](=[CH:42][CH:43]=[CH:44][CH:45]=2)[N:40]=[CH:39][CH:38]=1.C1C=CC(P(C2C=CC=CC=2)C2C=CC=CC=2)=CC=1. The catalyst is C1COCC1. The product is [Cl:13][C:14]1[CH:15]=[C:16]([CH3:35])[C:17]2[NH:18][C:19](=[O:34])[C:20]3[CH:30]=[C:29]([CH2:31][CH2:32][O:33][C:37]4[C:46]5[C:41](=[CH:42][CH:43]=[CH:44][CH:45]=5)[N:40]=[CH:39][CH:38]=4)[CH:28]=[N:27][C:21]=3[N:22]([CH2:25][CH3:26])[C:23]=2[N:24]=1. The yield is 0.300. (6) The reactants are [NH2:1][C:2]1[CH:3]=[C:4]([CH:25]=[CH:26][C:27]=1[O:28][CH3:29])[CH2:5][S:6][C:7]1[N:15]=[C:14]2[C:10]([N:11]=[C:12]([CH2:17][CH3:18])[N:13]2[CH3:16])=[C:9]([N:19]2[CH2:24][CH2:23][O:22][CH2:21][CH2:20]2)[N:8]=1.C(N(CC)CC)C.[C:37](Cl)(=[O:39])[CH3:38].O. The catalyst is O1CCCC1. The product is [C:37]([NH:1][C:2]1[CH:3]=[C:4]([CH:25]=[CH:26][C:27]=1[O:28][CH3:29])[CH2:5][S:6][C:7]1[N:15]=[C:14]2[C:10]([N:11]=[C:12]([CH2:17][CH3:18])[N:13]2[CH3:16])=[C:9]([N:19]2[CH2:24][CH2:23][O:22][CH2:21][CH2:20]2)[N:8]=1)(=[O:39])[CH3:38]. The yield is 0.700. (7) The reactants are [Cl:1][C:2]1[CH:3]=[C:4]([O:11][C:12]2[CH:19]=[CH:18][C:15]([C:16]#[N:17])=[CH:14][C:13]=2[C:20]2[C:21]([O:26][CH3:27])=[N:22][CH:23]=[CH:24][CH:25]=2)[CH:5]=[N:6][C:7]=1[CH:8]1[CH2:10][CH2:9]1.C(=O)([O-])[O-:29].[K+].[K+].OO.O. The catalyst is CS(C)=O. The product is [Cl:1][C:2]1[CH:3]=[C:4]([O:11][C:12]2[CH:19]=[CH:18][C:15]([C:16]([NH2:17])=[O:29])=[CH:14][C:13]=2[C:20]2[C:21]([O:26][CH3:27])=[N:22][CH:23]=[CH:24][CH:25]=2)[CH:5]=[N:6][C:7]=1[CH:8]1[CH2:10][CH2:9]1. The yield is 0.870.